Dataset: Reaction yield outcomes from USPTO patents with 853,638 reactions. Task: Predict the reaction yield, written as a fraction of the theoretical maximum amount of product (1.0 means a 100% yield; for example, 0.34 means a 34% yield). The reactants are [F:1][C:2]1[CH:7]=[CH:6][C:5]([C:8](=[N:20]O)[CH2:9][C:10]2[CH:15]=[CH:14][C:13]([C:16]([F:19])([F:18])[F:17])=[CH:12][N:11]=2)=[CH:4][CH:3]=1.FC1C=[CH:27][C:26]([C:29](=[O:41])CC2C=CC(C(F)(F)F)=CN=2)=[CH:25]C=1.[OH-].[Na+].Cl.NO.C. The catalyst is CO. The product is [F:1][C:2]1[CH:7]=[CH:6][C:5]([C:8]2[C:9]([C:29](=[O:41])[CH:26]([CH3:27])[CH3:25])=[C:10]3[CH:15]=[CH:14][C:13]([C:16]([F:19])([F:18])[F:17])=[CH:12][N:11]3[N:20]=2)=[CH:4][CH:3]=1. The yield is 0.590.